This data is from NCI-60 drug combinations with 297,098 pairs across 59 cell lines. The task is: Regression. Given two drug SMILES strings and cell line genomic features, predict the synergy score measuring deviation from expected non-interaction effect. (1) Drug 1: CS(=O)(=O)C1=CC(=C(C=C1)C(=O)NC2=CC(=C(C=C2)Cl)C3=CC=CC=N3)Cl. Drug 2: C1=CC=C(C(=C1)C(C2=CC=C(C=C2)Cl)C(Cl)Cl)Cl. Cell line: DU-145. Synergy scores: CSS=11.0, Synergy_ZIP=2.19, Synergy_Bliss=9.66, Synergy_Loewe=5.68, Synergy_HSA=6.96. (2) Drug 1: C1C(C(OC1N2C=NC3=C(N=C(N=C32)Cl)N)CO)O. Drug 2: B(C(CC(C)C)NC(=O)C(CC1=CC=CC=C1)NC(=O)C2=NC=CN=C2)(O)O. Cell line: SR. Synergy scores: CSS=77.5, Synergy_ZIP=0.223, Synergy_Bliss=1.56, Synergy_Loewe=-0.0343, Synergy_HSA=1.19.